From a dataset of Forward reaction prediction with 1.9M reactions from USPTO patents (1976-2016). Predict the product of the given reaction. (1) Given the reactants F[B-](F)(F)F.C([PH+](C(C)(C)C)C(C)(C)C)(C)(C)C.Br[C:20]1[CH:29]=[CH:28][C:23]2[C:24](=[O:27])[O:25][CH2:26][C:22]=2[CH:21]=1.Br[Zn][CH2:32][CH:33]1[O:37][CH2:36][CH2:35][O:34]1, predict the reaction product. The product is: [O:34]1[CH2:35][CH2:36][O:37][CH:33]1[CH2:32][C:20]1[CH:29]=[CH:28][C:23]2[C:24](=[O:27])[O:25][CH2:26][C:22]=2[CH:21]=1. (2) Given the reactants CC1[N:3]([C:8]2[CH:13]=[CH:12][CH:11]=[C:10]([C:14]3[CH:19]=[CH:18][C:17]([CH2:20][CH2:21][NH2:22])=[CH:16][CH:15]=3)[N:9]=2)C(C)=CC=1.[C:23]1([CH:29](C)[CH2:30][C:31](O)=O)[CH:28]=[CH:27][CH:26]=[CH:25][CH:24]=1.[CH3:35]CN=C=NCCCN(C)C.C(N(CC)CC)C.C([O-])(=O)CC(CC([O-])=O)(C([O-])=O)O, predict the reaction product. The product is: [C:23]1([CH2:29][CH2:30][CH2:31][CH2:35][NH:22][CH2:21][CH2:20][C:17]2[CH:16]=[CH:15][C:14]([C:10]3[N:9]=[C:8]([NH2:3])[CH:13]=[CH:12][CH:11]=3)=[CH:19][CH:18]=2)[CH:24]=[CH:25][CH:26]=[CH:27][CH:28]=1. (3) Given the reactants C([O:9][CH:10]([C:18]([F:21])([F:20])[F:19])[C:11]([F:17])([F:16])[S:12]([O-:15])(=[O:14])=[O:13])(=O)C1C=CC=CC=1.[C:22]1([S+:28]([C:35]2[CH:40]=[CH:39][CH:38]=[CH:37][CH:36]=2)[C:29]2[CH:34]=[CH:33][CH:32]=[CH:31][CH:30]=2)[CH:27]=[CH:26][CH:25]=[CH:24][CH:23]=1.[OH-].[Na+].Cl, predict the reaction product. The product is: [OH:9][CH:10]([C:18]([F:21])([F:19])[F:20])[C:11]([F:16])([F:17])[S:12]([O-:15])(=[O:14])=[O:13].[C:35]1([S+:28]([C:22]2[CH:23]=[CH:24][CH:25]=[CH:26][CH:27]=2)[C:29]2[CH:34]=[CH:33][CH:32]=[CH:31][CH:30]=2)[CH:36]=[CH:37][CH:38]=[CH:39][CH:40]=1.